This data is from Reaction yield outcomes from USPTO patents with 853,638 reactions. The task is: Predict the reaction yield, written as a fraction of the theoretical maximum amount of product (1.0 means a 100% yield; for example, 0.34 means a 34% yield). (1) The reactants are [Si:1]([O:8][CH2:9][C:10]1[N:11]=[C:12]([C:15](=[O:17])[CH3:16])[S:13][CH:14]=1)([C:4]([CH3:7])([CH3:6])[CH3:5])([CH3:3])[CH3:2].[F:18][C:19]([F:38])([F:37])[S:20](N(C1C=CC=CC=1)[S:20]([C:19]([F:38])([F:37])[F:18])(=[O:22])=[O:21])(=[O:22])=[O:21].C[Si]([N-][Si](C)(C)C)(C)C.[K+]. The catalyst is C1COCC1. The product is [F:18][C:19]([F:38])([F:37])[S:20]([O:17][C:15]([C:12]1[S:13][CH:14]=[C:10]([CH2:9][O:8][Si:1]([C:4]([CH3:7])([CH3:5])[CH3:6])([CH3:3])[CH3:2])[N:11]=1)=[CH2:16])(=[O:22])=[O:21]. The yield is 0.272. (2) The reactants are [F-].C([N+](CCCC)(CCCC)CCCC)CCC.[CH:19]1([C:25]2[C:33]3[C:28](=[CH:29][C:30]([C:34]([O:36][CH3:37])=[O:35])=[CH:31][CH:32]=3)[N:27]([CH2:38][C:39]#[CH:40])[C:26]=2[C:41]2[CH:46]=[CH:45][CH:44]=[CH:43][C:42]=2[CH2:47][O:48][Si](C(C)C)(C(C)C)C(C)C)[CH2:24][CH2:23][CH2:22][CH2:21][CH2:20]1. The catalyst is C1COCC1.CCOC(C)=O. The product is [CH:19]1([C:25]2[C:33]3[C:28](=[CH:29][C:30]([C:34]([O:36][CH3:37])=[O:35])=[CH:31][CH:32]=3)[N:27]([CH2:38][C:39]#[CH:40])[C:26]=2[C:41]2[CH:46]=[CH:45][CH:44]=[CH:43][C:42]=2[CH2:47][OH:48])[CH2:20][CH2:21][CH2:22][CH2:23][CH2:24]1. The yield is 0.630. (3) The reactants are [N:1]1[CH:6]=[CH:5][CH:4]=[C:3]([C:7]([CH3:14])=[CH:8][C:9]([O:11][CH2:12][CH3:13])=[O:10])[CH:2]=1. The catalyst is [C].[Pd].C(O)C. The product is [N:1]1[CH:6]=[CH:5][CH:4]=[C:3]([CH:7]([CH3:14])[CH2:8][C:9]([O:11][CH2:12][CH3:13])=[O:10])[CH:2]=1. The yield is 0.960. (4) The reactants are [C:1]([C:5]1[CH:9]=[C:8]([NH2:10])[O:7][N:6]=1)([CH3:4])([CH3:3])[CH3:2].N1C=CC=CC=1.Cl[C:18]([O:20][C:21]1[CH:26]=[CH:25][C:24]([N+:27]([O-:29])=[O:28])=[CH:23][CH:22]=1)=[O:19]. The catalyst is ClCCl. The product is [N+:27]([C:24]1[CH:23]=[CH:22][C:21]([O:20][C:18](=[O:19])[NH:10][C:8]2[O:7][N:6]=[C:5]([C:1]([CH3:4])([CH3:3])[CH3:2])[CH:9]=2)=[CH:26][CH:25]=1)([O-:29])=[O:28]. The yield is 0.410. (5) The reactants are [C:1]([C:3]1[CH:12]=[CH:11][C:6]([C:7]([O:9][CH3:10])=[O:8])=[CH:5][CH:4]=1)#[N:2].[C:13]([Cl:16])(=[O:15])[CH3:14]. The catalyst is CCO. The product is [ClH:16].[CH2:13]([O:15][C:1](=[NH:2])[C:3]1[CH:12]=[CH:11][C:6]([C:7]([O:9][CH3:10])=[O:8])=[CH:5][CH:4]=1)[CH3:14]. The yield is 0.850. (6) The reactants are CC1C=CC(S([O:11][CH2:12][CH2:13][CH2:14][CH2:15][CH2:16][CH2:17]O)(=O)=O)=CC=1.[N-:19]=[N+:20]=[N-:21].[Na+]. The catalyst is CN(C=O)C.O. The product is [N:19]([CH2:17][CH2:16][CH2:15][CH2:14][CH2:13][CH2:12][OH:11])=[N+:20]=[N-:21]. The yield is 0.970.